Dataset: Forward reaction prediction with 1.9M reactions from USPTO patents (1976-2016). Task: Predict the product of the given reaction. (1) Given the reactants [Br:1][C:2]1[CH:8]=[CH:7][C:5]([NH2:6])=[CH:4][C:3]=1[S:9]([F:14])([F:13])([F:12])([F:11])[F:10].Cl[C:16](Cl)([O:18]C(=O)OC(Cl)(Cl)Cl)Cl.C(N(CC)CC)C.CCCCCC.CCOC(C)=O, predict the reaction product. The product is: [Br:1][C:2]1[CH:8]=[CH:7][C:5]([N:6]=[C:16]=[O:18])=[CH:4][C:3]=1[S:9]([F:14])([F:10])([F:11])([F:12])[F:13]. (2) The product is: [CH3:1][N:2]([C:3]1[CH:8]=[CH:7][C:6]([C:9]2[S:10][C:11]3[CH:17]=[C:16]([O:18][CH2:19][CH2:20][OH:21])[CH:15]=[CH:14][C:12]=3[CH:13]=2)=[CH:5][CH:4]=1)[CH3:29]. Given the reactants [CH3:1][NH:2][C:3]1[CH:8]=[CH:7][C:6]([C:9]2[S:10][C:11]3[CH:17]=[C:16]([O:18][CH2:19][CH2:20][O:21][Si](C(C)(C)C)(C)C)[CH:15]=[CH:14][C:12]=3[CH:13]=2)=[CH:5][CH:4]=1.[C:29](=O)([O-])[O-].[K+].[K+].IC.[Cl-].[Na+].[F-].C([N+](CCCC)(CCCC)CCCC)CCC, predict the reaction product. (3) Given the reactants [CH3:1][C:2]1([CH3:17])[C:10]2[C:5](=[CH:6][C:7]([N+:11]([O-:13])=[O:12])=[CH:8][CH:9]=2)[N:4](C(=O)C)[CH2:3]1, predict the reaction product. The product is: [CH3:1][C:2]1([CH3:17])[C:10]2[C:5](=[CH:6][C:7]([N+:11]([O-:13])=[O:12])=[CH:8][CH:9]=2)[NH:4][CH2:3]1. (4) Given the reactants C1(C(C2C=CC=CC=2)[N:8]2[C:16]3[C:11](=[CH:12][CH:13]=[CH:14][CH:15]=3)[C:10]3([CH2:20][O:19][C:18]4=[CH:21][C:22]5[CH2:26][CH2:25][O:24][C:23]=5[CH:27]=[C:17]34)[C:9]2=[O:28])C=CC=CC=1.[H][H], predict the reaction product. The product is: [NH:8]1[C:16]2[C:11](=[CH:12][CH:13]=[CH:14][CH:15]=2)[C:10]2([CH2:20][O:19][C:18]3=[CH:21][C:22]4[CH2:26][CH2:25][O:24][C:23]=4[CH:27]=[C:17]23)[C:9]1=[O:28]. (5) Given the reactants [F:1][C:2]1[N:7]=[C:6]2[NH:8][N:9]=[C:10]([C:11]([O:13][C:14]([CH3:17])([CH3:16])[CH3:15])=[O:12])[C:5]2=[CH:4][CH:3]=1.CC([O-])(C)C.[K+].[CH3:24][O:25][C:26]1[CH:33]=[CH:32][C:29]([CH2:30]Br)=[CH:28][CH:27]=1, predict the reaction product. The product is: [F:1][C:2]1[N:7]=[C:6]2[N:8]([CH2:30][C:29]3[CH:32]=[CH:33][C:26]([O:25][CH3:24])=[CH:27][CH:28]=3)[N:9]=[C:10]([C:11]([O:13][C:14]([CH3:17])([CH3:16])[CH3:15])=[O:12])[C:5]2=[CH:4][CH:3]=1. (6) Given the reactants [CH2:1]([O:8][C:9](=[O:18])[C:10]1[CH:15]=[CH:14][C:13](Br)=[CH:12][C:11]=1[CH3:17])[C:2]1[CH:7]=[CH:6][CH:5]=[CH:4][CH:3]=1.C1(P(C2C=CC=CC=2)CCCP(C2C=CC=CC=2)C2C=CC=CC=2)C=CC=CC=1.C(N(C(C)C)CC)(C)C.[C]=O, predict the reaction product. The product is: [CH3:1][O:8][C:9](=[O:18])[C:13]1[CH:14]=[CH:15][C:10]([C:9]([O:8][CH2:1][C:2]2[CH:7]=[CH:6][CH:5]=[CH:4][CH:3]=2)=[O:18])=[C:11]([CH3:17])[CH:12]=1. (7) Given the reactants [Cl:1][C:2]1[N:3]=[CH:4][CH:5]=[C:6]2[C:10]([CH3:11])=[C:9]([CH3:12])[NH:8][C:7]=12.[F:13][C:14]1[CH:21]=[CH:20][C:17]([CH2:18]Cl)=[CH:16][CH:15]=1, predict the reaction product. The product is: [Cl:1][C:2]1[N:3]=[CH:4][CH:5]=[C:6]2[C:10]([CH3:11])=[C:9]([CH3:12])[N:8]([CH2:18][C:17]3[CH:20]=[CH:21][C:14]([F:13])=[CH:15][CH:16]=3)[C:7]=12. (8) Given the reactants Cl[C:2]1[C:3]2[C:4](=[CH:13][N:14](CC3C=CC(OC)=CC=3)[N:15]=2)[N:5]=[C:6]([C:8]2[N:9]=[CH:10][O:11][CH:12]=2)[N:7]=1.[NH2:25][C:26]1[CH:31]=[CH:30][C:29]([N:32]2[CH2:37][CH2:36][N:35]([C:38](=[O:40])[CH3:39])[CH2:34][CH2:33]2)=[CH:28][CH:27]=1.Cl, predict the reaction product. The product is: [O:11]1[CH:12]=[C:8]([C:6]2[N:7]=[C:2]([NH:25][C:26]3[CH:27]=[CH:28][C:29]([N:32]4[CH2:33][CH2:34][N:35]([C:38](=[O:40])[CH3:39])[CH2:36][CH2:37]4)=[CH:30][CH:31]=3)[C:3]3[NH:15][N:14]=[CH:13][C:4]=3[N:5]=2)[N:9]=[CH:10]1. (9) Given the reactants Br[C:2]1[CH:7]=[CH:6][C:5]([C:8]([C:10]2[S:11][CH:12]=[CH:13][CH:14]=2)=[O:9])=[CH:4][CH:3]=1.[CH3:15][N:16]1[CH:20]=[CH:19][CH:18]=[C:17]1[C:21]#[N:22], predict the reaction product. The product is: [CH3:15][N:16]1[C:20]([C:2]2[CH:7]=[CH:6][C:5]([C:8]([C:10]3[S:11][CH:12]=[CH:13][CH:14]=3)=[O:9])=[CH:4][CH:3]=2)=[CH:19][CH:18]=[C:17]1[C:21]#[N:22]. (10) Given the reactants [BH4-].[Na+].[CH3:3][C:4]1[CH:5]=[CH:6][C:7]([C:10](OC)=[O:11])=[N:8][CH:9]=1, predict the reaction product. The product is: [CH3:3][C:4]1[CH:5]=[CH:6][C:7]([CH2:10][OH:11])=[N:8][CH:9]=1.